Dataset: Catalyst prediction with 721,799 reactions and 888 catalyst types from USPTO. Task: Predict which catalyst facilitates the given reaction. (1) The catalyst class is: 20. Reactant: ClC1C=CC(C)=CC=1.[Li].[Cl:10][C:11]1[CH:12]=[C:13]([C:17]([F:20])([F:19])[F:18])[CH:14]=[CH:15][CH:16]=1.[CH:21](OC)=[O:22].Cl. Product: [F:20][C:17]([F:18])([F:19])[C:13]1[CH:14]=[CH:15][CH:16]=[C:11]([Cl:10])[C:12]=1[CH:21]=[O:22]. (2) Reactant: [Cl:1][C:2]1[CH:7]=[C:6]([Cl:8])[CH:5]=[CH:4][C:3]=1[C@H:9]([N:11]1[C:15]2[CH:16]=[C:17]([N:20]3[CH2:25][CH2:24][NH:23][C@H:22]([CH3:26])[CH2:21]3)[CH:18]=[CH:19][C:14]=2[N:13]=[CH:12]1)[CH3:10].C(OC([N:34]1[CH2:38][CH2:37][CH2:36][C@@H:35]1[C:39](O)=[O:40])=O)(C)(C)C.CN(C(ON1N=NC2C=CC=NC1=2)=[N+](C)C)C.F[P-](F)(F)(F)(F)F.CCN(C(C)C)C(C)C. Product: [Cl:1][C:2]1[CH:7]=[C:6]([Cl:8])[CH:5]=[CH:4][C:3]=1[C@H:9]([N:11]1[C:15]2[CH:16]=[C:17]([N:20]3[CH2:25][CH2:24][N:23]([C:39]([C@H:35]4[CH2:36][CH2:37][CH2:38][NH:34]4)=[O:40])[C@H:22]([CH3:26])[CH2:21]3)[CH:18]=[CH:19][C:14]=2[N:13]=[CH:12]1)[CH3:10]. The catalyst class is: 369. (3) Reactant: C([O:8][C:9]1[CH:10]=[C:11]2[C:24](=[CH:25][CH:26]=1)[C:23]1[C:14](=[C:15]3[C:20](=[CH:21][CH:22]=1)[CH:19]=[C:18]([O:27][CH3:28])[CH:17]=[CH:16]3)[CH:13]([C:29]1[CH:43]=[CH:42][C:32]([O:33][CH2:34][CH2:35][N:36]3[CH2:41][CH2:40][CH2:39][CH2:38][CH2:37]3)=[CH:31][CH:30]=1)[O:12]2)C1C=CC=CC=1.[H][H]. Product: [CH3:28][O:27][C:18]1[CH:17]=[CH:16][C:15]2[C:20](=[CH:21][CH:22]=[C:23]3[C:14]=2[CH:13]([C:29]2[CH:43]=[CH:42][C:32]([O:33][CH2:34][CH2:35][N:36]4[CH2:37][CH2:38][CH2:39][CH2:40][CH2:41]4)=[CH:31][CH:30]=2)[O:12][C:11]2[C:24]3=[CH:25][CH:26]=[C:9]([OH:8])[CH:10]=2)[CH:19]=1. The catalyst class is: 791. (4) Reactant: [CH:1]([C:4]1[N:8]=[C:7]([N:9]2[CH2:14][CH2:13][CH:12]([C@H:15]3[CH2:17][C@H:16]3[CH2:18][CH2:19][O:20][C:21]3[CH:27]=[CH:26][C:24]([NH2:25])=[CH:23][CH:22]=3)[CH2:11][CH2:10]2)[O:6][N:5]=1)([CH3:3])[CH3:2].CCN(C(C)C)C(C)C.Cl[CH2:38][CH2:39][N:40]=[C:41]=[O:42].CC([O-])(C)C.[Na+].C(O)=O. Product: [CH3:2][CH:1]([C:4]1[N:8]=[C:7]([N:9]2[CH2:14][CH2:13][CH:12]([C@H:15]3[CH2:17][C@H:16]3[CH2:18][CH2:19][O:20][C:21]3[CH:27]=[CH:26][C:24]([N:25]4[CH2:38][CH2:39][NH:40][C:41]4=[O:42])=[CH:23][CH:22]=3)[CH2:11][CH2:10]2)[O:6][N:5]=1)[CH3:3]. The catalyst class is: 1. (5) Reactant: [CH:1]1([CH2:7][CH:8]([N:19]2[C:28](=[O:29])[C:27]3[C:22](=[CH:23][CH:24]=[C:25]([F:30])[CH:26]=3)[N:21]=[CH:20]2)[C:9]([NH:11][C:12]2[S:13][C:14]([CH:17]=[O:18])=[CH:15][N:16]=2)=[O:10])[CH2:6][CH2:5][CH2:4][CH2:3][CH2:2]1.CC([O-])=O.[Na+].[BH3-]C#N.[Na+]. Product: [CH:1]1([CH2:7][CH:8]([N:19]2[C:28](=[O:29])[C:27]3[C:22](=[CH:23][CH:24]=[C:25]([F:30])[CH:26]=3)[N:21]=[CH:20]2)[C:9]([NH:11][C:12]2[S:13][C:14]([CH2:17][OH:18])=[CH:15][N:16]=2)=[O:10])[CH2:2][CH2:3][CH2:4][CH2:5][CH2:6]1. The catalyst class is: 61. (6) Reactant: [BH3-]C#[N:3].[Na+].[C:5]([O:9][C:10]([NH:12][CH2:13][C@H:14]1[CH2:19][CH2:18][C@H:17]([CH:20]=O)[CH2:16][CH2:15]1)=[O:11])([CH3:8])([CH3:7])[CH3:6].C([O-])(=O)C.[NH4+]. Product: [NH2:3][CH2:20][C@H:17]1[CH2:18][CH2:19][C@H:14]([CH2:13][NH:12][C:10]([O:9][C:5]([CH3:8])([CH3:7])[CH3:6])=[O:11])[CH2:15][CH2:16]1. The catalyst class is: 5. (7) Reactant: [Br:1][C:2]1[CH:3]=[C:4]2[C:8](=[CH:9][CH:10]=1)[NH:7][CH:6]=[CH:5]2.[H-].[Na+].[CH:13]([Si:16](Cl)([CH:20]([CH3:22])[CH3:21])[CH:17]([CH3:19])[CH3:18])([CH3:15])[CH3:14].[O-]S([O-])(=O)=O.[Mg+2]. Product: [Br:1][C:2]1[CH:3]=[C:4]2[C:8](=[CH:9][CH:10]=1)[N:7]([Si:16]([CH:20]([CH3:22])[CH3:21])([CH:17]([CH3:19])[CH3:18])[CH:13]([CH3:15])[CH3:14])[CH:6]=[CH:5]2. The catalyst class is: 606.